This data is from Full USPTO retrosynthesis dataset with 1.9M reactions from patents (1976-2016). The task is: Predict the reactants needed to synthesize the given product. Given the product [CH3:6][C:5]([N:16]1[CH2:21][CH2:20][NH:19][CH2:18][CH2:17]1)([CH3:7])[C:3]([C:8]1[CH:13]=[CH:12][C:11]([S:14][CH3:15])=[CH:10][CH:9]=1)=[O:4], predict the reactants needed to synthesize it. The reactants are: CO[C:3]1([C:8]2[CH:13]=[CH:12][C:11]([S:14][CH3:15])=[CH:10][CH:9]=2)[C:5]([CH3:7])([CH3:6])[O:4]1.[NH:16]1[CH2:21][CH2:20][NH:19][CH2:18][CH2:17]1.